Dataset: Reaction yield outcomes from USPTO patents with 853,638 reactions. Task: Predict the reaction yield, written as a fraction of the theoretical maximum amount of product (1.0 means a 100% yield; for example, 0.34 means a 34% yield). (1) The reactants are C([O:4][CH2:5][C:6]([N:8]([CH2:13][C:14]1[CH:15]=[N:16][C:17]([C:20]2[S:28][C:27]3[C:22](=[N:23][CH:24]=[CH:25][C:26]=3[O:29][C:30]3[CH:31]=[N:32][C:33]([NH:36][C:37]([NH:39][CH:40]4[CH2:42][CH2:41]4)=[O:38])=[CH:34][CH:35]=3)[CH:21]=2)=[CH:18][CH:19]=1)[CH2:9][CH2:10][O:11][CH3:12])=[O:7])(=O)C.[OH-].[Na+]. The catalyst is CO.C1COCC1. The product is [CH:40]1([NH:39][C:37](=[O:38])[NH:36][C:33]2[N:32]=[CH:31][C:30]([O:29][C:26]3[CH:25]=[CH:24][N:23]=[C:22]4[CH:21]=[C:20]([C:17]5[N:16]=[CH:15][C:14]([CH2:13][N:8]([CH2:9][CH2:10][O:11][CH3:12])[C:6](=[O:7])[CH2:5][OH:4])=[CH:19][CH:18]=5)[S:28][C:27]=34)=[CH:35][CH:34]=2)[CH2:41][CH2:42]1. The yield is 0.720. (2) The reactants are [O:1]=[C:2]1[CH2:6][CH2:5][C@@H:4]([C:7]([O:9][CH2:10][C:11]2[CH:16]=[CH:15][CH:14]=[CH:13][CH:12]=2)=[O:8])[CH2:3]1.[Cl-].[NH4+].Br[CH2:20][CH:21]=[CH2:22]. The catalyst is C1COCC1.[Zn]. The product is [CH2:22]([C:2]1([OH:1])[CH2:6][CH2:5][C@@H:4]([C:7]([O:9][CH2:10][C:11]2[CH:12]=[CH:13][CH:14]=[CH:15][CH:16]=2)=[O:8])[CH2:3]1)[CH:21]=[CH2:20]. The yield is 0.486. (3) The reactants are [CH3:1][O:2][C:3](=[O:21])[C:4]1[CH:9]=[C:8]([C:10]#[C:11][Si](C)(C)C)[C:7]([C:16]([F:19])([F:18])[F:17])=[CH:6][C:5]=1[NH2:20].CCCC[N+](CCCC)(CCCC)CCCC.[F-]. The catalyst is C1COCC1. The product is [CH3:1][O:2][C:3](=[O:21])[C:4]1[CH:9]=[C:8]([C:10]#[CH:11])[C:7]([C:16]([F:18])([F:17])[F:19])=[CH:6][C:5]=1[NH2:20]. The yield is 0.550. (4) The catalyst is C(Cl)Cl. The yield is 1.00. The product is [CH3:1][S:2]([O:30][CH2:29][CH2:28][O:27][C:26]1[CH:31]=[CH:32][C:23]([CH:20]2[CH2:21][CH2:22][N:17]([C:14]3[CH:15]=[CH:16][C:11]4[N:12]([C:8]([C:7]([F:6])([F:33])[F:34])=[N:9][N:10]=4)[N:13]=3)[CH2:18][CH2:19]2)=[CH:24][CH:25]=1)(=[O:4])=[O:3]. The reactants are [CH3:1][S:2](Cl)(=[O:4])=[O:3].[F:6][C:7]([F:34])([F:33])[C:8]1[N:12]2[N:13]=[C:14]([N:17]3[CH2:22][CH2:21][CH:20]([C:23]4[CH:32]=[CH:31][C:26]([O:27][CH2:28][CH2:29][OH:30])=[CH:25][CH:24]=4)[CH2:19][CH2:18]3)[CH:15]=[CH:16][C:11]2=[N:10][N:9]=1.C(N(CC)CC)C. (5) The reactants are FC1(F)CC1CN1CCN(C2SC(C(OCC)=O)=C(C)N=2)C1=O.[CH2:24]([N:31]1[CH2:35][CH2:34][N:33]([C:36]2[S:37][C:38]([C:42]([O:44]CC)=[O:43])=[C:39]([CH3:41])[N:40]=2)[C:32]1=[O:47])[C:25]1[CH:30]=[CH:29][CH:28]=[CH:27][CH:26]=1. No catalyst specified. The product is [CH2:24]([N:31]1[CH2:35][CH2:34][N:33]([C:36]2[S:37][C:38]([C:42]([OH:44])=[O:43])=[C:39]([CH3:41])[N:40]=2)[C:32]1=[O:47])[C:25]1[CH:30]=[CH:29][CH:28]=[CH:27][CH:26]=1. The yield is 0.840.